Dataset: Forward reaction prediction with 1.9M reactions from USPTO patents (1976-2016). Task: Predict the product of the given reaction. (1) Given the reactants [CH3:1][C:2]1[CH:3]=[C:4]([CH:15]=[CH:16][C:17]=1[S:18][CH3:19])[O:5][C:6]1[CH:14]=[N:13][CH:12]=[CH:11][C:7]=1[C:8]([NH2:10])=[O:9].C1N=CN(C(N2C=NC=C2)=O)C=1.CN, predict the reaction product. The product is: [CH3:1][C:2]1[CH:3]=[C:4]([CH:15]=[CH:16][C:17]=1[S:18][CH3:19])[O:5][C:6]1[CH:14]=[N:13][CH:12]=[CH:11][C:7]=1[C:8]([NH2:10])=[O:9]. (2) Given the reactants [Cl-].O[NH3+:3].[C:4](=[O:7])([O-])[OH:5].[Na+].CS(C)=O.[CH2:13]([C:17]1[N:18]=[C:19]([CH3:47])[N:20]([C:39]2[CH:44]=[CH:43][CH:42]=[C:41]([CH:45]=[CH2:46])[CH:40]=2)[C:21](=[O:38])[C:22]=1[CH2:23][C:24]1[CH:29]=[CH:28][C:27]([C:30]2[C:31]([C:36]#[N:37])=[CH:32][CH:33]=[CH:34][CH:35]=2)=[CH:26][CH:25]=1)[CH2:14][CH2:15][CH3:16], predict the reaction product. The product is: [CH2:13]([C:17]1[N:18]=[C:19]([CH3:47])[N:20]([C:39]2[CH:44]=[CH:43][CH:42]=[C:41]([CH:45]=[CH2:46])[CH:40]=2)[C:21](=[O:38])[C:22]=1[CH2:23][C:24]1[CH:29]=[CH:28][C:27]([C:30]2[CH:35]=[CH:34][CH:33]=[CH:32][C:31]=2[C:36]2[NH:3][C:4](=[O:7])[O:5][N:37]=2)=[CH:26][CH:25]=1)[CH2:14][CH2:15][CH3:16]. (3) The product is: [C:7]([O:11][C:12]([N:14]1[CH2:19][CH2:18][CH:17]([CH:20]=[O:25])[CH2:16][CH2:15]1)=[O:13])([CH3:10])([CH3:9])[CH3:8]. Given the reactants [H-].[H-].[H-].[H-].[Li+].[Al+3].[C:7]([O:11][C:12]([N:14]1[CH2:19][CH2:18][CH:17]([C:20](=[O:25])N(OC)C)[CH2:16][CH2:15]1)=[O:13])([CH3:10])([CH3:9])[CH3:8].OS([O-])(=O)=O.[K+], predict the reaction product. (4) Given the reactants [Cl:1][C:2]1[CH:3]=[CH:4][C:5]([O:27][CH2:28][CH:29]([CH3:31])[CH3:30])=[C:6]([NH:8][C:9]2[S:10][CH:11]=[C:12]([C:14]3[NH:18][C:17]4[CH:19]=[CH:20][C:21]([C:23](OC)=[O:24])=[CH:22][C:16]=4[N:15]=3)[N:13]=2)[CH:7]=1.[H-].[Al+3].[Li+].[H-].[H-].[H-].C(OCC)C.C(OCC)(=O)C, predict the reaction product. The product is: [Cl:1][C:2]1[CH:3]=[CH:4][C:5]([O:27][CH2:28][CH:29]([CH3:31])[CH3:30])=[C:6]([NH:8][C:9]2[S:10][CH:11]=[C:12]([C:14]3[NH:18][C:17]4[CH:19]=[CH:20][C:21]([CH2:23][OH:24])=[CH:22][C:16]=4[N:15]=3)[N:13]=2)[CH:7]=1.